Dataset: Catalyst prediction with 721,799 reactions and 888 catalyst types from USPTO. Task: Predict which catalyst facilitates the given reaction. (1) Reactant: [C:1]([C:3]1[CH:4]=[C:5]([N+:10]([O-:12])=[O:11])[CH:6]=[CH:7][C:8]=1F)#[N:2].[CH3:13][C:14]1[N:15]=[CH:16][NH:17][CH:18]=1.C(=O)([O-])[O-].[K+].[K+]. Product: [CH3:13][C:14]1[N:15]=[CH:16][N:17]([C:8]2[CH:7]=[CH:6][C:5]([N+:10]([O-:12])=[O:11])=[CH:4][C:3]=2[C:1]#[N:2])[CH:18]=1. The catalyst class is: 10. (2) Product: [Cl:25][C:26]1[CH:31]=[C:30]([Cl:32])[CH:29]=[CH:28][C:27]=1[S:33]([NH:24][C:20]1[CH:21]=[N:22][CH:23]=[C:18]([C:16]2[CH:15]=[CH:14][C:10]3[N:11]=[CH:12][N:13]=[C:8]([O:7][CH:4]4[CH2:5][CH2:6][O:1][CH2:2][CH2:3]4)[C:9]=3[N:17]=2)[CH:19]=1)(=[O:35])=[O:34]. The catalyst class is: 298. Reactant: [O:1]1[CH2:6][CH2:5][CH:4]([O:7][C:8]2[C:9]3[N:17]=[C:16]([C:18]4[CH:19]=[C:20]([NH2:24])[CH:21]=[N:22][CH:23]=4)[CH:15]=[CH:14][C:10]=3[N:11]=[CH:12][N:13]=2)[CH2:3][CH2:2]1.[Cl:25][C:26]1[CH:31]=[C:30]([Cl:32])[CH:29]=[CH:28][C:27]=1[S:33](Cl)(=[O:35])=[O:34]. (3) Reactant: N#N.[CH3:3][O:4][CH2:5][C:6]1[O:10][C:9]([CH2:11][N:12]2[N:16]=[C:15]([N+:17]([O-])=O)[CH:14]=[N:13]2)=[CH:8][CH:7]=1.[NH4+].[Cl-]. Product: [CH3:3][O:4][CH2:5][C:6]1[O:10][C:9]([CH2:11][N:12]2[N:16]=[C:15]([NH2:17])[CH:14]=[N:13]2)=[CH:8][CH:7]=1. The catalyst class is: 314. (4) Reactant: Br[C:2]1[C:7]([CH3:8])=[CH:6][CH:5]=[C:4]([C:9]#[N:10])[N:3]=1.[CH2:11]([OH:18])[C:12]1[CH:17]=[CH:16][CH:15]=[CH:14][CH:13]=1.[H-].[Na+]. The catalyst class is: 54. Product: [CH2:11]([O:18][C:2]1[C:7]([CH3:8])=[CH:6][CH:5]=[C:4]([C:9]#[N:10])[N:3]=1)[C:12]1[CH:17]=[CH:16][CH:15]=[CH:14][CH:13]=1. (5) Reactant: CC(OI1(OC(C)=O)(OC(C)=O)OC(=O)C2C1=CC=CC=2)=O.[Cl:23][C:24]1[N:29]=[CH:28][C:27]([NH:30][C:31](=[O:37])[O:32][C:33]([CH3:36])([CH3:35])[CH3:34])=[C:26]([CH:38]([OH:41])[CH2:39][CH3:40])[CH:25]=1. Product: [Cl:23][C:24]1[N:29]=[CH:28][C:27]([NH:30][C:31](=[O:37])[O:32][C:33]([CH3:34])([CH3:35])[CH3:36])=[C:26]([C:38](=[O:41])[CH2:39][CH3:40])[CH:25]=1. The catalyst class is: 2. (6) Reactant: [NH2:1][C:2]1[CH:3]=[N:4][CH:5]=[CH:6][C:7]=1[CH2:8][O:9][C:10]1[C:19]2[C:14](=[CH:15][CH:16]=[CH:17][CH:18]=2)[C:13]([NH:20][C:21]([NH:23][C:24]2[N:28]([C:29]3[CH:34]=[CH:33][C:32]([CH3:35])=[CH:31][CH:30]=3)[N:27]=[C:26]([C:36]([CH3:39])([CH3:38])[CH3:37])[CH:25]=2)=[O:22])=[CH:12][CH:11]=1.CCN(C(C)C)C(C)C.[CH3:49][O:50][CH2:51][CH2:52][O:53][CH2:54][C:55](Cl)=[O:56]. Product: [C:36]([C:26]1[CH:25]=[C:24]([NH:23][C:21](=[O:22])[NH:20][C:13]2[C:14]3[C:19](=[CH:18][CH:17]=[CH:16][CH:15]=3)[C:10]([O:9][CH2:8][C:7]3[CH:6]=[CH:5][N:4]=[CH:3][C:2]=3[NH:1][C:55](=[O:56])[CH2:54][O:53][CH2:52][CH2:51][O:50][CH3:49])=[CH:11][CH:12]=2)[N:28]([C:29]2[CH:30]=[CH:31][C:32]([CH3:35])=[CH:33][CH:34]=2)[N:27]=1)([CH3:39])([CH3:38])[CH3:37]. The catalyst class is: 59.